The task is: Predict the reactants needed to synthesize the given product.. This data is from Full USPTO retrosynthesis dataset with 1.9M reactions from patents (1976-2016). Given the product [ClH:29].[NH2:21][C@@H:19]([CH3:20])[CH2:18][O:17][C:15]1[N:16]=[C:11]([NH:10][C:4]2[C:5](=[O:9])[N:6]([CH3:8])[CH:7]=[C:2]([Br:1])[CH:3]=2)[CH:12]=[CH:13][CH:14]=1, predict the reactants needed to synthesize it. The reactants are: [Br:1][C:2]1[CH:3]=[C:4]([NH:10][C:11]2[N:16]=[C:15]([O:17][CH2:18][C@@H:19]([NH:21]C(=O)OC(C)(C)C)[CH3:20])[CH:14]=[CH:13][CH:12]=2)[C:5](=[O:9])[N:6]([CH3:8])[CH:7]=1.[ClH:29].